Task: Predict the reactants needed to synthesize the given product.. Dataset: Full USPTO retrosynthesis dataset with 1.9M reactions from patents (1976-2016) (1) Given the product [Cl:10][C:11]1[N:16]=[C:15]([N:8]2[CH2:7][CH2:6][NH:5][CH:4]([CH:1]([CH3:3])[CH3:2])[CH2:9]2)[CH:14]=[CH:13][N:12]=1, predict the reactants needed to synthesize it. The reactants are: [CH:1]([CH:4]1[CH2:9][NH:8][CH2:7][CH2:6][NH:5]1)([CH3:3])[CH3:2].[Cl:10][C:11]1[N:16]=[C:15](Cl)[CH:14]=[CH:13][N:12]=1. (2) Given the product [O:29]1[CH2:30][CH2:31][N:26]([C:20]2[CH:21]=[N:22][C:23]3[C:18]([N:19]=2)=[CH:17][C:16]([C:2]([C:3]2[CH:4]=[CH:5][C:6]([NH:9][C:10](=[O:15])[C:11]([CH3:13])([CH3:12])[CH3:14])=[CH:7][CH:8]=2)=[O:1])=[CH:25][CH:24]=3)[CH2:27][CH2:28]1, predict the reactants needed to synthesize it. The reactants are: [OH:1][CH:2]([C:16]1[CH:17]=[C:18]2[C:23](=[CH:24][CH:25]=1)[N:22]=[CH:21][C:20]([N:26]1[CH2:31][CH2:30][O:29][CH2:28][CH2:27]1)=[N:19]2)[C:3]1[CH:8]=[CH:7][C:6]([NH:9][C:10](=[O:15])[C:11]([CH3:14])([CH3:13])[CH3:12])=[CH:5][CH:4]=1.